This data is from Reaction yield outcomes from USPTO patents with 853,638 reactions. The task is: Predict the reaction yield, written as a fraction of the theoretical maximum amount of product (1.0 means a 100% yield; for example, 0.34 means a 34% yield). (1) The reactants are [H-].[H-].[H-].[H-].[Li+].[Al+3].[Si:7]([O:24][CH2:25][C@@H:26]1[CH2:28][C@H:27]1[C:29](OCC)=[O:30])([C:20]([CH3:23])([CH3:22])[CH3:21])([C:14]1[CH:19]=[CH:18][CH:17]=[CH:16][CH:15]=1)[C:8]1[CH:13]=[CH:12][CH:11]=[CH:10][CH:9]=1.O.[OH-].[Na+]. The catalyst is C1COCC1. The product is [Si:7]([O:24][CH2:25][C@@H:26]1[CH2:28][C@H:27]1[CH2:29][OH:30])([C:20]([CH3:23])([CH3:22])[CH3:21])([C:14]1[CH:15]=[CH:16][CH:17]=[CH:18][CH:19]=1)[C:8]1[CH:9]=[CH:10][CH:11]=[CH:12][CH:13]=1. The yield is 0.740. (2) The reactants are [CH2:1]([N:7]1[CH2:12][CH:11]2[CH:9]([C:10]2([C:14]2[CH:15]=[C:16]([NH2:20])[CH:17]=[CH:18][CH:19]=2)[CH3:13])[CH2:8]1)[CH2:2][CH2:3][CH2:4][CH2:5][CH3:6].N1C=CC=CC=1.[CH2:27]([S:29](Cl)(=[O:31])=[O:30])[CH3:28]. The catalyst is ClCCl. The product is [CH2:1]([N:7]1[CH2:12][CH:11]2[CH:9]([C:10]2([C:14]2[CH:15]=[C:16]([NH:20][S:29]([CH2:27][CH3:28])(=[O:31])=[O:30])[CH:17]=[CH:18][CH:19]=2)[CH3:13])[CH2:8]1)[CH2:2][CH2:3][CH2:4][CH2:5][CH3:6]. The yield is 0.520. (3) The reactants are [C:1]([O:5][C:6]([N:8]1[CH2:12][CH2:11][C@:10]([F:16])([C:13]([OH:15])=[O:14])[CH2:9]1)=[O:7])([CH3:4])([CH3:3])[CH3:2].[OH-].[Li+:18].O1CCCC1. The catalyst is CO.O. The product is [C:1]([O:5][C:6]([N:8]1[CH2:12][CH2:11][C@:10]([F:16])([C:13]([O-:15])=[O:14])[CH2:9]1)=[O:7])([CH3:4])([CH3:2])[CH3:3].[Li+:18]. The yield is 1.00. (4) The catalyst is O1CCCC1.[Cl-].[Na+].O. The yield is 0.0800. The reactants are I[CH2:2][CH2:3][CH2:4][C:5]1([C:15]([O:17]CC)=O)[CH2:14][CH2:13][C:8]2([O:12][CH2:11][CH2:10][O:9]2)[CH2:7][CH2:6]1.[I-].[Sm+2].[I-]. The product is [CH2:10]1[O:9][C:8]2([CH2:7][CH2:6][C:5]3([CH:15]([OH:17])[CH2:2][CH2:3][CH2:4]3)[CH2:14][CH2:13]2)[O:12][CH2:11]1. (5) The reactants are [C:1]([O:5][C:6](=[O:17])[NH:7][C@H:8]1[CH2:13][CH2:12][C@H:11]([CH2:14][CH:15]=[O:16])[CH2:10][CH2:9]1)([CH3:4])([CH3:3])[CH3:2].[Cl:18][C:19]1[CH:20]=[N:21][C:22]2[C:27]([C:28]=1[CH:29]=[O:30])=[N:26][C:25]([O:31][CH3:32])=[CH:24][CH:23]=2.N1CCC[C@H]1C(O)=O.C(OCC)(=O)C. The catalyst is CS(C)=O.O. The product is [C:1]([O:5][C:6](=[O:17])[NH:7][C@H:8]1[CH2:9][CH2:10][C@H:11]([CH:14]([CH:15]=[O:16])[CH:29]([C:28]2[C:27]3[C:22](=[CH:23][CH:24]=[C:25]([O:31][CH3:32])[N:26]=3)[N:21]=[CH:20][C:19]=2[Cl:18])[OH:30])[CH2:12][CH2:13]1)([CH3:4])([CH3:2])[CH3:3]. The yield is 0.390. (6) The reactants are [CH3:1][O:2][C:3]1[CH:30]=[CH:29][CH:28]=[CH:27][C:4]=1[C:5]([C:7]1[CH:12]=[CH:11][C:10]([CH3:13])=[CH:9][C:8]=1[NH:14][C:15](=[O:26])[NH:16][C:17]1[S:18][CH:19]=[C:20]([CH2:22][C:23]([OH:25])=O)[N:21]=1)=[O:6].[CH3:31][S:32]([CH2:35][CH2:36][NH2:37])(=[O:34])=[O:33]. No catalyst specified. The product is [CH3:31][S:32]([CH2:35][CH2:36][NH:37][C:23](=[O:25])[CH2:22][C:20]1[N:21]=[C:17]([NH:16][C:15]([NH:14][C:8]2[CH:9]=[C:10]([CH3:13])[CH:11]=[CH:12][C:7]=2[C:5](=[O:6])[C:4]2[CH:27]=[CH:28][CH:29]=[CH:30][C:3]=2[O:2][CH3:1])=[O:26])[S:18][CH:19]=1)(=[O:34])=[O:33]. The yield is 0.680.